From a dataset of Reaction yield outcomes from USPTO patents with 853,638 reactions. Predict the reaction yield, written as a fraction of the theoretical maximum amount of product (1.0 means a 100% yield; for example, 0.34 means a 34% yield). (1) The reactants are [OH-].[Na+].[CH2:3]([O:14][C:15]1[CH:16]=[C:17]([CH:22]=[CH:23][CH:24]=1)[C:18]([O:20]C)=[O:19])[CH2:4][CH2:5][C:6]#[C:7][CH2:8][CH2:9][CH2:10][CH2:11][CH2:12][CH3:13]. The catalyst is CO. The product is [CH2:3]([O:14][C:15]1[CH:16]=[C:17]([CH:22]=[CH:23][CH:24]=1)[C:18]([OH:20])=[O:19])[CH2:4][CH2:5][C:6]#[C:7][CH2:8][CH2:9][CH2:10][CH2:11][CH2:12][CH3:13]. The yield is 0.990. (2) The reactants are Cl[C:2]1[N:3]=[C:4]([N:16]2[CH2:21][CH2:20][O:19][CH2:18][C@@H:17]2[CH3:22])[C:5]2[CH2:10][N:9]([C:11]([O:13][CH2:14][CH3:15])=[O:12])[CH2:8][C:6]=2[N:7]=1.[F:23][C:24]1[CH:25]=[C:26]([NH:39][C:40]([NH:42][CH2:43][CH2:44][F:45])=[O:41])[CH:27]=[CH:28][C:29]=1B1OC(C)(C)C(C)(C)O1.ClCCl.C(=O)([O-])[O-].[Na+].[Na+]. The catalyst is C1C=CC(P(C2C=CC=CC=2)[C-]2C=CC=C2)=CC=1.C1C=CC(P(C2C=CC=CC=2)[C-]2C=CC=C2)=CC=1.Cl[Pd]Cl.[Fe+2].O.CCO.COCCOC. The product is [F:23][C:24]1[CH:25]=[C:26]([NH:39][C:40]([NH:42][CH2:43][CH2:44][F:45])=[O:41])[CH:27]=[CH:28][C:29]=1[C:2]1[N:3]=[C:4]([N:16]2[CH2:21][CH2:20][O:19][CH2:18][C@@H:17]2[CH3:22])[C:5]2[CH2:10][N:9]([C:11]([O:13][CH2:14][CH3:15])=[O:12])[CH2:8][C:6]=2[N:7]=1. The yield is 0.100. (3) The reactants are C(OC([N:8]1[CH2:40][CH2:39][C:11]2([N:15]([CH3:16])[CH:14]([CH2:17][C:18]3[CH:23]=[CH:22][C:21]([C:24]([CH3:27])([CH3:26])[CH3:25])=[CH:20][CH:19]=3)[N:13]([CH2:28][CH2:29][C:30]3[CH:35]=[CH:34][C:33]([O:36][CH3:37])=[CH:32][CH:31]=3)[C:12]2=[O:38])[CH2:10][CH2:9]1)=O)(C)(C)C.C(O)(C(F)(F)F)=O.C([O-])(O)=O.[Na+]. The catalyst is C(Cl)Cl. The product is [C:24]([C:21]1[CH:22]=[CH:23][C:18]([CH2:17][CH:14]2[N:13]([CH2:28][CH2:29][C:30]3[CH:35]=[CH:34][C:33]([O:36][CH3:37])=[CH:32][CH:31]=3)[C:12](=[O:38])[C:11]3([CH2:39][CH2:40][NH:8][CH2:9][CH2:10]3)[N:15]2[CH3:16])=[CH:19][CH:20]=1)([CH3:27])([CH3:25])[CH3:26]. The yield is 0.960. (4) The reactants are [CH2:1]([O:8][C:9]1[CH:10]=[C:11]([CH:14]=[CH:15][C:16]=1[O:17][CH3:18])[CH:12]=O)[C:2]1[CH:7]=[CH:6][CH:5]=[CH:4][CH:3]=1.C([O-])(=O)C.[Na+].Cl.[NH2:25]O. The catalyst is C(O)(=O)C. The product is [CH2:1]([O:8][C:9]1[CH:10]=[C:11]([CH:14]=[CH:15][C:16]=1[O:17][CH3:18])[C:12]#[N:25])[C:2]1[CH:7]=[CH:6][CH:5]=[CH:4][CH:3]=1. The yield is 0.890. (5) The reactants are [Cl:1][C:2]1[CH:10]=[C:9]2[C:5]([C:6]([CH2:18][C:19]3[CH:24]=[CH:23][CH:22]=[C:21]([Cl:25])[CH:20]=3)([CH:12]3[CH2:17][CH2:16][CH2:15][NH:14][CH2:13]3)[C:7](=[O:11])[NH:8]2)=[CH:4][CH:3]=1.C(N(CC)CC)C.[N:33]([C:36]1[CH:37]=[C:38]([O:46][CH3:47])[C:39]([O:44][CH3:45])=[C:40]([O:42][CH3:43])[CH:41]=1)=[C:34]=[O:35]. The catalyst is ClCCl. The product is [CH3:43][O:42][C:40]1[CH:41]=[C:36]([NH:33][C:34]([N:14]2[CH2:15][CH2:16][CH2:17][CH:12]([C:6]3([CH2:18][C:19]4[CH:24]=[CH:23][CH:22]=[C:21]([Cl:25])[CH:20]=4)[C:5]4[C:9](=[CH:10][C:2]([Cl:1])=[CH:3][CH:4]=4)[NH:8][C:7]3=[O:11])[CH2:13]2)=[O:35])[CH:37]=[C:38]([O:46][CH3:47])[C:39]=1[O:44][CH3:45]. The yield is 0.449. (6) The reactants are [C:1]1([NH:7][CH2:8][CH2:9][NH2:10])[CH:6]=[CH:5][CH:4]=[CH:3][CH:2]=1.Cl[C:12]1[C:21]2[C:16](=[CH:17][C:18]([O:24][CH3:25])=[C:19]([O:22][CH3:23])[CH:20]=2)[N:15]=[C:14]([CH:26]2[CH2:28][CH2:27]2)[N:13]=1.C([O-])([O-])=O.[K+].[K+]. The catalyst is CN(C=O)C.CCOC(C)=O. The product is [CH:26]1([C:14]2[N:13]=[C:12]([NH:10][CH2:9][CH2:8][NH:7][C:1]3[CH:6]=[CH:5][CH:4]=[CH:3][CH:2]=3)[C:21]3[C:16](=[CH:17][C:18]([O:24][CH3:25])=[C:19]([O:22][CH3:23])[CH:20]=3)[N:15]=2)[CH2:28][CH2:27]1. The yield is 0.240. (7) The reactants are [Br:1][C:2]1[CH:3]=[CH:4][C:5]([O:9][CH:10]([F:12])[F:11])=[C:6]([OH:8])[CH:7]=1.C1CCN2C(=NCCC2)CC1.[CH3:24][C:25](O)([C:27]#[CH:28])[CH3:26].FC(F)(F)C(OC(=O)C(F)(F)F)=O. The yield is 0.520. The catalyst is O.C(#N)C. The product is [Br:1][C:2]1[CH:3]=[CH:4][C:5]([O:9][CH:10]([F:11])[F:12])=[C:6]([O:8][C:25]([CH3:26])([CH3:24])[C:27]#[CH:28])[CH:7]=1. (8) The reactants are [CH2:1]([N:8]1[CH:12]=[CH:11][CH:10]=[C:9]1[C:13](OC)=[O:14])[C:2]1[CH:7]=[CH:6][CH:5]=[CH:4][CH:3]=1.[H-].C([Al+]CC(C)C)C(C)C.CCCCCCC. The catalyst is C(Cl)Cl. The product is [CH2:1]([N:8]1[CH:12]=[CH:11][CH:10]=[C:9]1[CH2:13][OH:14])[C:2]1[CH:3]=[CH:4][CH:5]=[CH:6][CH:7]=1. The yield is 0.880. (9) The yield is 0.920. The catalyst is C1COCC1. The reactants are [CH3:1][C:2]1([CH3:19])[C:6]([CH3:8])([CH3:7])[O:5][B:4]([C:9]2[CH:14]=[CH:13][C:12]([CH2:15][C:16]([OH:18])=[O:17])=[CH:11][CH:10]=2)[O:3]1.C(N/C(=N/C(C)C)/O[C:26]([CH3:29])([CH3:28])[CH3:27])(C)C. The product is [CH3:8][C:6]1([CH3:7])[C:2]([CH3:19])([CH3:1])[O:3][B:4]([C:9]2[CH:14]=[CH:13][C:12]([CH2:15][C:16]([O:18][C:26]([CH3:29])([CH3:28])[CH3:27])=[O:17])=[CH:11][CH:10]=2)[O:5]1. (10) The reactants are C(NC(C)C)(C)C.C([Li])CCC.C([N-]C(C)C)(C)C.[Li+].[O:21]1[CH2:26][CH2:25][CH:24]([O:27][CH2:28][CH2:29][C:30]2[N:31]=[C:32]([NH:35][C:36](=[O:42])[O:37][C:38]([CH3:41])([CH3:40])[CH3:39])[S:33][CH:34]=2)[CH2:23][CH2:22]1.[CH3:43][C:44]([CH3:46])=[O:45]. The catalyst is O1CCCC1. The product is [OH:45][C:44]([C:34]1[S:33][C:32]([NH:35][C:36](=[O:42])[O:37][C:38]([CH3:39])([CH3:41])[CH3:40])=[N:31][C:30]=1[CH2:29][CH2:28][O:27][CH:24]1[CH2:25][CH2:26][O:21][CH2:22][CH2:23]1)([CH3:46])[CH3:43]. The yield is 0.530.